Dataset: Reaction yield outcomes from USPTO patents with 853,638 reactions. Task: Predict the reaction yield, written as a fraction of the theoretical maximum amount of product (1.0 means a 100% yield; for example, 0.34 means a 34% yield). (1) The product is [CH2:1]([CH:8]1[NH:13][CH2:12][CH2:11][N:10]([CH2:14][C:15]2[CH:20]=[CH:19][C:18]([C:25]3[CH:24]=[C:23]([Cl:22])[CH:28]=[CH:27][C:26]=3[CH3:32])=[CH:17][CH:16]=2)[CH2:9]1)[C:2]1[CH:7]=[CH:6][CH:5]=[CH:4][CH:3]=1. The catalyst is C1C=CC([P]([Pd]([P](C2C=CC=CC=2)(C2C=CC=CC=2)C2C=CC=CC=2)([P](C2C=CC=CC=2)(C2C=CC=CC=2)C2C=CC=CC=2)[P](C2C=CC=CC=2)(C2C=CC=CC=2)C2C=CC=CC=2)(C2C=CC=CC=2)C2C=CC=CC=2)=CC=1.C(O)C. The yield is 0.680. The reactants are [CH2:1]([C@@H:8]1[NH:13][CH2:12][CH2:11][N:10]([CH2:14][C:15]2[CH:20]=[CH:19][C:18](Br)=[CH:17][CH:16]=2)[CH2:9]1)[C:2]1[CH:7]=[CH:6][CH:5]=[CH:4][CH:3]=1.[Cl:22][C:23]1[CH:24]=[CH:25][C:26]([CH3:32])=[C:27](B(O)O)[CH:28]=1.C(=O)([O-])[O-].[Na+].[Na+].C1(C)C=CC=CC=1. (2) The reactants are [CH3:1][C:2]1[CH:10]=[CH:9][C:5]2[S:6][CH:7]=[CH:8][C:4]=2[CH:3]=1.[Br:11]N1C(=O)CCC1=O.C(OOC(=O)C1C=CC=CC=1)(=O)C1C=CC=CC=1. The catalyst is C(Cl)(Cl)(Cl)Cl. The product is [Br:11][CH2:1][C:2]1[CH:10]=[CH:9][C:5]2[S:6][CH:7]=[CH:8][C:4]=2[CH:3]=1. The yield is 0.940. (3) The reactants are [CH2:1]([O:4][C@H:5]1[CH2:9][N:8]([C:10]([O:12][C:13]([CH3:16])([CH3:15])[CH3:14])=[O:11])[C@@H:7]([C@H:17]2[O:21][C:20]([CH3:23])([CH3:22])[N:19](C(OCC3C=CC=CC=3)=O)[C@H:18]2[CH2:34][C:35]2[CH:40]=[CH:39][CH:38]=[CH:37][CH:36]=2)[CH2:6]1)[CH:2]=[CH2:3]. The catalyst is C(OCC)(=O)C. The product is [CH2:34]([C@H:18]1[C@@H:17]([C@H:7]2[CH2:6][C@@H:5]([O:4][CH2:1][CH2:2][CH3:3])[CH2:9][N:8]2[C:10]([O:12][C:13]([CH3:16])([CH3:15])[CH3:14])=[O:11])[O:21][C:20]([CH3:22])([CH3:23])[NH:19]1)[C:35]1[CH:40]=[CH:39][CH:38]=[CH:37][CH:36]=1. The yield is 1.00. (4) The reactants are [H-].[Na+].[N:3]1([C:8]2[N:13]=[C:12]([CH2:14][OH:15])[CH:11]=[CH:10][CH:9]=2)[CH2:7][CH2:6][CH2:5][CH2:4]1.Cl[C:17]1[C:26]([CH3:27])=[N:25][C:24]2[C:19](=[CH:20][CH:21]=[CH:22][CH:23]=2)[N:18]=1.O. The catalyst is CN(C=O)C. The product is [CH3:27][C:26]1[C:17]([O:15][CH2:14][C:12]2[CH:11]=[CH:10][CH:9]=[C:8]([N:3]3[CH2:4][CH2:5][CH2:6][CH2:7]3)[N:13]=2)=[N:18][C:19]2[C:24](=[CH:23][CH:22]=[CH:21][CH:20]=2)[N:25]=1. The yield is 0.830. (5) The reactants are [Cl:1][C:2]1[CH:3]=[C:4]2[CH:11]=[CH:10][S:9][C:5]2=[C:6](Cl)[N:7]=1.CC(O)=O.Cl.[Sn]. The catalyst is O. The product is [Cl:1][C:2]1[CH:3]=[C:4]2[CH:11]=[CH:10][S:9][C:5]2=[CH:6][N:7]=1. The yield is 0.700. (6) The reactants are F.F.F.C(N(CC)CC)C.C(N(CC)CC)C.[Si]([O:35][CH2:36][C@H:37]1[O:41][C@@H:40]([N:42]2[CH:49]=[C:48]([CH3:50])[C:46](=[O:47])[NH:45][C:43]2=[O:44])[C@H:39]([O:51][CH2:52][CH2:53][O:54][N:55]([CH3:57])[CH3:56])[C@@H:38]1[OH:58])(C(C)(C)C)(C1C=CC=CC=1)C1C=CC=CC=1.CO. The catalyst is C1COCC1.C(Cl)Cl. The product is [CH3:56][N:55]([CH3:57])[O:54][CH2:53][CH2:52][O:51][C@@H:39]1[C@H:38]([OH:58])[C@@H:37]([CH2:36][OH:35])[O:41][C@H:40]1[N:42]1[CH:49]=[C:48]([CH3:50])[C:46](=[O:47])[NH:45][C:43]1=[O:44]. The yield is 0.925. (7) The yield is 0.710. The reactants are [OH:1][CH:2]1[CH2:7][CH2:6][CH:5]([NH:8][C:9](=[O:15])[O:10][C:11]([CH3:14])([CH3:13])[CH3:12])[CH2:4][CH2:3]1.[H-].[Na+].[Si:18]([O:25][CH2:26][CH2:27][C@@H:28]1[CH2:40][C:39]2[C:38]3[C:37](Cl)=[N:36][CH:35]=[N:34][C:33]=3[S:32][C:31]=2[CH2:30][CH2:29]1)([C:21]([CH3:24])([CH3:23])[CH3:22])([CH3:20])[CH3:19]. The product is [Si:18]([O:25][CH2:26][CH2:27][C@@H:28]1[CH2:40][C:39]2[C:38]3[C:37]([O:1][CH:2]4[CH2:7][CH2:6][CH:5]([NH:8][C:9](=[O:15])[O:10][C:11]([CH3:12])([CH3:14])[CH3:13])[CH2:4][CH2:3]4)=[N:36][CH:35]=[N:34][C:33]=3[S:32][C:31]=2[CH2:30][CH2:29]1)([C:21]([CH3:24])([CH3:22])[CH3:23])([CH3:19])[CH3:20]. The catalyst is C1COCC1. (8) The reactants are [C:1]([NH:5][C:6](=[O:8])[OH:7])([CH3:4])([CH3:3])[CH3:2].C[O:10][CH2:11][C:12]1([S:15]([NH2:18])(=[O:17])=[O:16])[CH2:14][CH2:13]1.[CH3:19][C:20]1[O:24][N:23]=[C:22]([CH3:25])[C:21]=1[N:26]=C=O. No catalyst specified. The product is [C:1]([NH:5][C:6](=[O:7])[OH:8])([CH3:4])([CH3:3])[CH3:2].[CH3:25][C:22]1[C:21]([NH:26][C:11]([C:12]2([S:15]([NH2:18])(=[O:17])=[O:16])[CH2:14][CH2:13]2)=[O:10])=[C:20]([CH3:19])[O:24][N:23]=1. The yield is 1.00.